From a dataset of Catalyst prediction with 721,799 reactions and 888 catalyst types from USPTO. Predict which catalyst facilitates the given reaction. Reactant: [F:1][C:2]([F:28])([F:27])[C:3]1[CH:22]=[C:21]([C:23]([F:26])([F:25])[F:24])[CH:20]=[CH:19][C:4]=1[CH2:5][O:6][C:7]1[CH:16]=[CH:15][C:14]([CH:17]=O)=[CH:13][C:8]=1[C:9]([O:11][CH3:12])=[O:10].[CH3:29][NH:30][C:31]1[CH2:35][S:34][C:33](=[O:36])[N:32]=1.CC(C)([O-])C.[K+]. Product: [F:1][C:2]([F:27])([F:28])[C:3]1[CH:22]=[C:21]([C:23]([F:26])([F:25])[F:24])[CH:20]=[CH:19][C:4]=1[CH2:5][O:6][C:7]1[CH:16]=[CH:15][C:14](/[CH:17]=[C:35]2/[C:31]([NH:30][CH3:29])=[N:32][C:33](=[O:36])[S:34]/2)=[CH:13][C:8]=1[C:9]([O:11][CH3:12])=[O:10]. The catalyst class is: 5.